Dataset: Forward reaction prediction with 1.9M reactions from USPTO patents (1976-2016). Task: Predict the product of the given reaction. (1) Given the reactants [C:1]1([C:7]#[CH:8])[CH:6]=[CH:5][CH:4]=[CH:3][CH:2]=1.C([Li])CCC.[Cl:14][C:15]1[CH:16]=[C:17]([NH:23][C:24](=[O:33])[C:25](=[O:32])[CH:26]2[CH2:31][CH2:30][CH2:29][CH2:28][CH2:27]2)[CH:18]=[CH:19][C:20]=1[C:21]#[N:22], predict the reaction product. The product is: [Cl:14][C:15]1[CH:16]=[C:17]([NH:23][C:24](=[O:33])[C:25]([C:8]#[C:7][C:1]2[CH:6]=[CH:5][CH:4]=[CH:3][CH:2]=2)([OH:32])[CH:26]2[CH2:27][CH2:28][CH2:29][CH2:30][CH2:31]2)[CH:18]=[CH:19][C:20]=1[C:21]#[N:22]. (2) Given the reactants [OH:1][CH:2]1[CH2:7][CH2:6][N:5]([C:8]([C:10]2[CH:15]=[C:14]([S:16]([CH3:19])(=[O:18])=[O:17])[CH:13]=[CH:12][C:11]=2[O:20][CH:21]([CH3:23])[CH3:22])=[O:9])[CH2:4][CH2:3]1.[N+:24]([C:27]1[CH:32]=[CH:31][C:30](O)=[CH:29][CH:28]=1)([O-:26])=[O:25].C1(P(C2C=CC=CC=2)C2C=CC=CC=2)C=CC=CC=1.N(C(OC(C)(C)C)=O)=NC(OC(C)(C)C)=O, predict the reaction product. The product is: [CH:21]([O:20][C:11]1[CH:12]=[CH:13][C:14]([S:16]([CH3:19])(=[O:18])=[O:17])=[CH:15][C:10]=1[C:8]([N:5]1[CH2:4][CH2:3][CH:2]([O:1][C:30]2[CH:31]=[CH:32][C:27]([N+:24]([O-:26])=[O:25])=[CH:28][CH:29]=2)[CH2:7][CH2:6]1)=[O:9])([CH3:23])[CH3:22]. (3) Given the reactants [Br:1][C:2]1[CH:7]=[CH:6][C:5]([C:8]([C:10]2[CH:15]=[CH:14][C:13]([OH:16])=[C:12]([F:17])[CH:11]=2)=O)=[CH:4][CH:3]=1.[CH3:18][C:19]1([CH3:28])[CH2:24][C:23](=O)[CH2:22][C:21]([CH3:27])([CH3:26])[O:20]1.C([O-])([O-])=O.[K+].[K+], predict the reaction product. The product is: [Br:1][C:2]1[CH:7]=[CH:6][C:5]([C:8](=[C:23]2[CH2:22][C:21]([CH3:27])([CH3:26])[O:20][C:19]([CH3:28])([CH3:18])[CH2:24]2)[C:10]2[CH:15]=[CH:14][C:13]([OH:16])=[C:12]([F:17])[CH:11]=2)=[CH:4][CH:3]=1. (4) Given the reactants [CH3:1][CH:2]1[O:19][C:17](=[O:18])[CH2:16][CH:15]([OH:20])[CH:14]([O:21][CH3:22])[CH:13]([O:23][CH:24]2[O:29][CH:28]([CH3:30])[CH:27]([O:31][CH:32]3[O:37][CH:36]([CH3:38])[CH:35]([O:39][C:40]([CH2:42][CH:43]([CH3:45])[CH3:44])=[O:41])[C:34]([OH:47])([CH3:46])[CH2:33]3)[CH:26]([N:48]([CH3:50])[CH3:49])[CH:25]2[OH:51])[CH:12]([CH2:52][CH:53]=O)[CH2:11][CH:10]([CH3:55])[C:8](=[O:9])[CH:7]=[CH:6][CH:5]=[CH:4][CH2:3]1.[CH2:56]([NH2:63])[C:57]1[CH:62]=[CH:61][CH:60]=[CH:59][CH:58]=1.S([O-])([O-])(=O)=O.[Na+].[Na+].C(O[BH-](OC(=O)C)OC(=O)C)(=O)C.[Na+], predict the reaction product. The product is: [CH3:45][CH:43]([CH3:44])[CH2:42][C:40]([O:39][C@@H:35]1[C@@:34]([OH:47])([CH3:46])[CH2:33][C@H:32]([O:31][C@H:27]2[C@H:26]([N:48]([CH3:49])[CH3:50])[C@@H:25]([OH:51])[C@H:24]([O:23][C@H:13]3[C@@H:12]([CH2:52][CH2:53][NH:63][CH2:56][C:57]4[CH:62]=[CH:61][CH:60]=[CH:59][CH:58]=4)[CH2:11][C@@H:10]([CH3:55])[C:8](=[O:9])[CH:7]=[CH:6][CH:5]=[CH:4][CH2:3][C@@H:2]([CH3:1])[O:19][C:17](=[O:18])[CH2:16][C@@H:15]([OH:20])[C@@H:14]3[O:21][CH3:22])[O:29][C@@H:28]2[CH3:30])[O:37][C@H:36]1[CH3:38])=[O:41]. (5) Given the reactants [CH3:1][O:2][C@@H:3]([C:8](=O)[C:9]1[CH:23]=[CH:22][C:12]2[N:13]=[C:14]([C:16]3[CH:21]=[CH:20][CH:19]=[CH:18][CH:17]=3)[O:15][C:11]=2[CH:10]=1)[CH2:4][C:5](O)=[O:6].CN(C(O[N:33]1[N:41]=NC2C=CC=NC1=2)=[N+](C)C)C.F[P-](F)(F)(F)(F)F.CN(C=O)C.NN, predict the reaction product. The product is: [CH3:1][O:2][C@H:3]1[C:8]([C:9]2[CH:23]=[CH:22][C:12]3[N:13]=[C:14]([C:16]4[CH:21]=[CH:20][CH:19]=[CH:18][CH:17]=4)[O:15][C:11]=3[CH:10]=2)=[N:41][NH:33][C:5](=[O:6])[CH2:4]1. (6) Given the reactants [CH3:1][O:2][C:3](=[O:15])[CH:4]([NH:7][C:8]([O:10][C:11]([CH3:14])([CH3:13])[CH3:12])=[O:9])[CH2:5][OH:6].CO[C:18](OC)([CH3:20])[CH3:19].O.C1(C)C=CC(S(O)(=O)=O)=CC=1, predict the reaction product. The product is: [CH3:1][O:2][C:3]([CH:4]1[CH2:5][O:6][C:18]([CH3:20])([CH3:19])[N:7]1[C:8]([O:10][C:11]([CH3:12])([CH3:14])[CH3:13])=[O:9])=[O:15]. (7) Given the reactants [OH-:1].[Li+].NC1C=CC=CC=1N[C:11]([C:13]1[S:14][C:15]([N:18]2[CH2:23][CH2:22][CH2:21][CH2:20]C2)=[CH:16][CH:17]=1)=[O:12], predict the reaction product. The product is: [N:18]1([C:15]2[S:14][C:13]([C:11]([OH:12])=[O:1])=[CH:17][CH:16]=2)[CH2:23][CH2:22][CH2:21][CH2:20]1. (8) Given the reactants [NH2:1][CH2:2][C:3]1[CH:18]=[CH:17][C:6]([C:7]([NH:9][CH:10]2[CH2:16][CH2:15][CH2:14][CH2:13][CH2:12][CH2:11]2)=[O:8])=[C:5]([Cl:19])[CH:4]=1.C(OC(NCC1C=CC(C(NC2CCCCCC2)=O)=C(Cl)C=1)=O)(C)(C)C.FC(F)(F)C(O)=O, predict the reaction product. The product is: [Cl:19][C:5]1[CH:4]=[C:3]([C:2]#[N:1])[CH:18]=[CH:17][C:6]=1[C:7]([NH:9][CH:10]1[CH2:16][CH2:15][CH2:14][CH2:13][CH2:12][CH2:11]1)=[O:8]. (9) Given the reactants Br[C:2]1[CH:7]=[CH:6][C:5]([C:8]2[O:12][N:11]=[C:10]([CH3:13])[C:9]=2[NH:14][CH:15]([CH3:25])[CH2:16][C:17]2[CH:22]=[CH:21][C:20]([O:23][CH3:24])=[CH:19][CH:18]=2)=[CH:4][CH:3]=1.[CH2:26]([O:28][C:29]([C:31]1([C:34]2[CH:39]=[CH:38][C:37](B3OC(C)(C)C(C)(C)O3)=[CH:36][CH:35]=2)[CH2:33][CH2:32]1)=[O:30])[CH3:27], predict the reaction product. The product is: [CH2:26]([O:28][C:29]([C:31]1([C:34]2[CH:39]=[CH:38][C:37]([C:2]3[CH:7]=[CH:6][C:5]([C:8]4[O:12][N:11]=[C:10]([CH3:13])[C:9]=4[NH:14][CH:15]([CH3:25])[CH2:16][C:17]4[CH:22]=[CH:21][C:20]([O:23][CH3:24])=[CH:19][CH:18]=4)=[CH:4][CH:3]=3)=[CH:36][CH:35]=2)[CH2:32][CH2:33]1)=[O:30])[CH3:27]. (10) Given the reactants Cl[CH2:2][C:3]1[S:7][C:6]([C:8]2[CH:13]=[CH:12][C:11]([C:14]([F:17])([F:16])[F:15])=[CH:10][CH:9]=2)=[N:5][C:4]=1[CH2:18][CH2:19][C:20]1[CH:25]=[CH:24][CH:23]=[CH:22][CH:21]=1.[CH2:26]([O:28][C:29](=[O:40])[CH2:30][O:31][C:32]1[CH:37]=[CH:36][C:35]([SH:38])=[CH:34][C:33]=1[CH3:39])[CH3:27].C([O-])([O-])=O.[Cs+].[Cs+], predict the reaction product. The product is: [CH2:26]([O:28][C:29](=[O:40])[CH2:30][O:31][C:32]1[CH:37]=[CH:36][C:35]([S:38][CH2:2][C:3]2[S:7][C:6]([C:8]3[CH:13]=[CH:12][C:11]([C:14]([F:17])([F:16])[F:15])=[CH:10][CH:9]=3)=[N:5][C:4]=2[CH2:18][CH2:19][C:20]2[CH:25]=[CH:24][CH:23]=[CH:22][CH:21]=2)=[CH:34][C:33]=1[CH3:39])[CH3:27].